This data is from Experimental lipophilicity measurements (octanol/water distribution) for 4,200 compounds from AstraZeneca. The task is: Regression/Classification. Given a drug SMILES string, predict its absorption, distribution, metabolism, or excretion properties. Task type varies by dataset: regression for continuous measurements (e.g., permeability, clearance, half-life) or binary classification for categorical outcomes (e.g., BBB penetration, CYP inhibition). For this dataset (lipophilicity_astrazeneca), we predict Y. (1) The compound is CN(C(=O)Cc1ccc(Cl)c(Cl)c1)[C@H](CN1CCCC1)c1ccccc1. The Y is 3.42 logD. (2) The drug is O=C(NCc1ccncc1)c1ccc(Oc2ccc(C#C[C@@]3(O)CN4CCC3CC4)cc2)cc1. The Y is 2.31 logD.